This data is from Forward reaction prediction with 1.9M reactions from USPTO patents (1976-2016). The task is: Predict the product of the given reaction. (1) Given the reactants [O:1]1[CH:6]=[CH:5][CH2:4][CH2:3][CH2:2]1.[OH:7][C:8]1[CH:13]=[CH:12][C:11]([OH:14])=[CH:10][C:9]=1[C:15](=[O:24])[CH2:16][C:17]1[CH:22]=[CH:21][CH:20]=[C:19]([OH:23])[CH:18]=1.[C:39]1(C)[CH:40]=[CH:41]C(S([O-])(=[O:32])=[O:32])=[CH:37][CH:38]=1.[NH+]1[CH:41]=[CH:40][CH:39]=[CH:38][CH:37]=1, predict the reaction product. The product is: [OH:7][C:8]1[CH:13]=[CH:12][C:11]([O:14][CH:6]2[CH2:5][CH2:4][CH2:3][CH2:2][O:1]2)=[CH:10][C:9]=1[C:15](=[O:24])[CH2:16][C:17]1[CH:22]=[CH:21][CH:20]=[C:19]([O:23][CH:41]2[CH2:40][CH2:39][CH2:38][CH2:37][O:32]2)[CH:18]=1. (2) The product is: [ClH:1].[NH2:22][C@@H:18]1[CH2:19][CH2:20][CH2:21][N:16]([C:3]2[C:2]([Cl:1])=[CH:7][N:6]=[C:5]3[NH:8][CH:9]=[C:10]([NH:11][C:12](=[O:15])[CH2:13][CH3:14])[C:4]=23)[CH2:17]1. Given the reactants [Cl:1][C:2]1[C:3]([N:16]2[CH2:21][CH2:20][CH2:19][C@@H:18]([NH:22]C(=O)OC(C)(C)C)[CH2:17]2)=[C:4]2[C:10]([NH:11][C:12](=[O:15])[CH2:13][CH3:14])=[CH:9][NH:8][C:5]2=[N:6][CH:7]=1.C(O)(C(F)(F)F)=O, predict the reaction product. (3) Given the reactants [CH2:1]([O:3][C:4]([N:6]1[CH2:11][CH2:10][CH:9]([CH2:12][CH:13]([NH:18]C(OCC2C=CC=CC=2)=O)[C:14]([O:16][CH3:17])=[O:15])[CH2:8][CH2:7]1)=[O:5])[CH3:2].[CH3:41][C:40]([O:39][C:37](O[C:37]([O:39][C:40]([CH3:43])([CH3:42])[CH3:41])=[O:38])=[O:38])([CH3:43])[CH3:42], predict the reaction product. The product is: [CH2:1]([O:3][C:4]([N:6]1[CH2:11][CH2:10][CH:9]([CH2:12][CH:13]([NH:18][C:37]([O:39][C:40]([CH3:41])([CH3:42])[CH3:43])=[O:38])[C:14]([O:16][CH3:17])=[O:15])[CH2:8][CH2:7]1)=[O:5])[CH3:2]. (4) Given the reactants [Cl:1][C:2]1[CH:3]=[CH:4][C:5](I)=[C:6]([CH:28]=1)[C:7]([N:9]1[CH2:14][CH2:13][CH2:12][C@@H:11]([CH3:15])[C@H:10]1[CH2:16][N:17]1[C:25](=[O:26])[C:24]2[C:19](=[CH:20][CH:21]=[CH:22][CH:23]=2)[C:18]1=[O:27])=[O:8].C([Sn](CCCC)(CCCC)[C:35]1[N:40]=[CH:39][CH:38]=[CH:37][N:36]=1)CCC.[F-].[Cs+], predict the reaction product. The product is: [Cl:1][C:2]1[CH:3]=[CH:4][C:5]([C:35]2[N:40]=[CH:39][CH:38]=[CH:37][N:36]=2)=[C:6]([CH:28]=1)[C:7]([N:9]1[CH2:14][CH2:13][CH2:12][C@@H:11]([CH3:15])[C@H:10]1[CH2:16][N:17]1[C:25](=[O:26])[C:24]2[C:19](=[CH:20][CH:21]=[CH:22][CH:23]=2)[C:18]1=[O:27])=[O:8]. (5) Given the reactants P(Cl)(Cl)([Cl:3])=O.CN(C)C1C=CC=CC=1.[CH:15]([C:19]1[C:20](O)=[N:21][C:22]([S:26][CH3:27])=[N:23][C:24]=1[CH3:25])([CH2:17][CH3:18])[CH3:16], predict the reaction product. The product is: [CH:15]([C:19]1[C:20]([Cl:3])=[N:21][C:22]([S:26][CH3:27])=[N:23][C:24]=1[CH3:25])([CH2:17][CH3:18])[CH3:16].